Regression. Given a peptide amino acid sequence and an MHC pseudo amino acid sequence, predict their binding affinity value. This is MHC class I binding data. From a dataset of Peptide-MHC class I binding affinity with 185,985 pairs from IEDB/IMGT. The peptide sequence is ERYFRIHSL. The MHC is HLA-A68:02 with pseudo-sequence HLA-A68:02. The binding affinity (normalized) is 0.584.